This data is from Catalyst prediction with 721,799 reactions and 888 catalyst types from USPTO. The task is: Predict which catalyst facilitates the given reaction. Product: [CH3:18][N:19]([CH3:20])[CH2:17][C@H:15]([OH:16])[CH2:14][O:13][C:2]([CH3:12])([CH3:1])[CH2:3][N:4]1[CH:8]=[CH:7][C:6]([N+:9]([O-:11])=[O:10])=[N:5]1. The catalyst class is: 32. Reactant: [CH3:1][C:2]([O:13][CH2:14][C@@H:15]1[CH2:17][O:16]1)([CH3:12])[CH2:3][N:4]1[CH:8]=[CH:7][C:6]([N+:9]([O-:11])=[O:10])=[N:5]1.[CH3:18][NH:19][CH3:20].